From a dataset of Reaction yield outcomes from USPTO patents with 853,638 reactions. Predict the reaction yield, written as a fraction of the theoretical maximum amount of product (1.0 means a 100% yield; for example, 0.34 means a 34% yield). (1) The reactants are Cl[C:2]1[N:7]=[C:6]([NH:8][C:9]2[CH:13]=[C:12]([CH:14]3[CH2:18][CH2:17][CH2:16][CH2:15]3)[NH:11][N:10]=2)[CH:5]=[C:4]([CH3:19])[N:3]=1.[NH2:20][C:21]1[CH:26]=[CH:25][C:24]([NH:27][C:28](=[O:39])[C:29]2[CH:34]=[CH:33][CH:32]=[C:31]([C:35]([F:38])([F:37])[F:36])[CH:30]=2)=[CH:23][CH:22]=1.Cl. The catalyst is C(O)CCC. The product is [CH:14]1([C:12]2[NH:11][N:10]=[C:9]([NH:8][C:6]3[CH:5]=[C:4]([CH3:19])[N:3]=[C:2]([NH:20][C:21]4[CH:22]=[CH:23][C:24]([NH:27][C:28](=[O:39])[C:29]5[CH:34]=[CH:33][CH:32]=[C:31]([C:35]([F:36])([F:37])[F:38])[CH:30]=5)=[CH:25][CH:26]=4)[N:7]=3)[CH:13]=2)[CH2:18][CH2:17][CH2:16][CH2:15]1. The yield is 0.400. (2) The reactants are [Cl:1][CH:2]([C:15]1[CH:20]=[CH:19][CH:18]=[CH:17][CH:16]=1)[C:3]([C:5]1[C:13]2[C:8](=[CH:9][CH:10]=[C:11]([F:14])[CH:12]=2)[NH:7][CH:6]=1)=[O:4].[H-].[Na+].[S:23](Cl)([CH3:26])(=[O:25])=[O:24].O. The catalyst is CN(C=O)C.CN(C1C=CN=CC=1)C. The product is [Cl:1][CH:2]([C:15]1[CH:20]=[CH:19][CH:18]=[CH:17][CH:16]=1)[C:3]([C:5]1[C:13]2[C:8](=[CH:9][CH:10]=[C:11]([F:14])[CH:12]=2)[N:7]([S:23]([CH3:26])(=[O:25])=[O:24])[CH:6]=1)=[O:4]. The yield is 0.860. (3) The reactants are [NH2:1][C:2]1[C:3]([CH2:21][S:22]([C:25]2[CH:30]=[CH:29][CH:28]=[CH:27][CH:26]=2)(=[O:24])=[O:23])=[N:4][C:5]([N:8]2[CH2:13][CH2:12][N:11]([CH2:14][C:15]3[CH:20]=[CH:19][CH:18]=[CH:17][CH:16]=3)[CH2:10][CH2:9]2)=[CH:6][CH:7]=1.O.[C:32]1(C)C=CC(S(O)(=O)=O)=CC=1.C(OCC)(OCC)OCC.O(C(C)(C)C)[K].[NH4+].[Cl-].C([O-])(O)=O.[Na+]. The catalyst is ClCCCl.C1COCC1.CCOC(C)=O.O. The product is [CH2:14]([N:11]1[CH2:10][CH2:9][N:8]([C:5]2[N:4]=[C:3]3[C:21]([S:22]([C:25]4[CH:26]=[CH:27][CH:28]=[CH:29][CH:30]=4)(=[O:24])=[O:23])=[CH:32][NH:1][C:2]3=[CH:7][CH:6]=2)[CH2:13][CH2:12]1)[C:15]1[CH:16]=[CH:17][CH:18]=[CH:19][CH:20]=1. The yield is 0.790. (4) The reactants are [C:1]([O:5][C:6]1[C:11](/[CH:12]=[CH:13]\OC)=[N:10][CH:9]=[CH:8][N:7]=1)([CH3:4])([CH3:3])[CH3:2].Cl.[F:17][C:18]1[CH:31]=[CH:30][CH:29]=[CH:28][C:19]=1[O:20][CH2:21][CH:22]1[CH2:27][CH2:26][NH:25][CH2:24][CH2:23]1.C(O[BH-](OC(=O)C)OC(=O)C)(=O)C.[Na+].C(=O)([O-])[O-].[Na+].[Na+]. The catalyst is ClCCl.C(OCC)(=O)C. The product is [C:1]([O:5][C:6]1[C:11]([CH2:12][CH2:13][N:25]2[CH2:24][CH2:23][CH:22]([CH2:21][O:20][C:19]3[CH:28]=[CH:29][CH:30]=[CH:31][C:18]=3[F:17])[CH2:27][CH2:26]2)=[N:10][CH:9]=[CH:8][N:7]=1)([CH3:2])([CH3:3])[CH3:4]. The yield is 0.100. (5) The reactants are [Br:1][C:2]1[CH:7]=[C:6]([F:8])[CH:5]=[C:4](/[CH:9]=[CH:10]/[CH3:11])[C:3]=1[OH:12].O[CH:14]([CH:27]=[CH2:28])[CH2:15][O:16][S:17]([C:20]1[CH:25]=[CH:24][C:23]([CH3:26])=[CH:22][CH:21]=1)(=[O:19])=[O:18].C1(P(C2C=CC=CC=2)C2C=CC=CC=2)C=CC=CC=1.N(C(OCC)=O)=NC(OCC)=O. The catalyst is C1(C)C=CC=CC=1. The product is [CH3:26][C:23]1[CH:24]=[CH:25][C:20]([S:17]([O:16][CH2:15][CH:14]([O:12][C:3]2[C:4](/[CH:9]=[CH:10]/[CH3:11])=[CH:5][C:6]([F:8])=[CH:7][C:2]=2[Br:1])[CH:27]=[CH2:28])(=[O:19])=[O:18])=[CH:21][CH:22]=1. The yield is 0.960. (6) The reactants are I[CH:2]([CH3:4])[CH3:3].[Br:5][C:6]1[N:11]=[CH:10][C:9]2[CH:12]=[C:13]([C:15]3[CH:16]=[N:17][N:18]([CH2:20][O:21][CH2:22][CH2:23][Si:24]([CH3:27])([CH3:26])[CH3:25])[CH:19]=3)[NH:14][C:8]=2[CH:7]=1.C(=O)([O-])[O-].[Cs+].[Cs+]. The catalyst is CN(C=O)C.CCOC(C)=O. The product is [Br:5][C:6]1[N:11]=[CH:10][C:9]2[CH:12]=[C:13]([C:15]3[CH:16]=[N:17][N:18]([CH2:20][O:21][CH2:22][CH2:23][Si:24]([CH3:27])([CH3:26])[CH3:25])[CH:19]=3)[N:14]([CH:2]([CH3:4])[CH3:3])[C:8]=2[CH:7]=1. The yield is 0.400.